This data is from Peptide-MHC class I binding affinity with 185,985 pairs from IEDB/IMGT. The task is: Regression. Given a peptide amino acid sequence and an MHC pseudo amino acid sequence, predict their binding affinity value. This is MHC class I binding data. (1) The peptide sequence is LAHAIGTSI. The MHC is HLA-B51:01 with pseudo-sequence HLA-B51:01. The binding affinity (normalized) is 0.532. (2) The MHC is HLA-B07:02 with pseudo-sequence HLA-B07:02. The binding affinity (normalized) is 0.190. The peptide sequence is QLKSVGLNL. (3) The peptide sequence is LVTMGTGTFGR. The MHC is HLA-C07:01 with pseudo-sequence HLA-C07:01. The binding affinity (normalized) is 0.0847.